From a dataset of Caco-2 cell permeability data measuring drug intestinal absorption for ~900 compounds. Regression/Classification. Given a drug SMILES string, predict its absorption, distribution, metabolism, or excretion properties. Task type varies by dataset: regression for continuous measurements (e.g., permeability, clearance, half-life) or binary classification for categorical outcomes (e.g., BBB penetration, CYP inhibition). For this dataset (caco2_wang), we predict Y. The drug is N/C(=N/O)c1ccc2[nH]c(-c3ccccn3)nc2c1. The Y is -4.65 log Papp (cm/s).